This data is from Full USPTO retrosynthesis dataset with 1.9M reactions from patents (1976-2016). The task is: Predict the reactants needed to synthesize the given product. (1) Given the product [CH2:1]([N:8]1[CH2:9][CH2:10][N:11]([C:14]2[CH:15]=[CH:16][C:17]([NH2:20])=[CH:18][CH:19]=2)[CH2:12][CH2:13]1)[C:2]1[CH:3]=[CH:4][CH:5]=[CH:6][CH:7]=1, predict the reactants needed to synthesize it. The reactants are: [CH2:1]([N:8]1[CH2:13][CH2:12][N:11]([C:14]2[CH:19]=[CH:18][C:17]([N+:20]([O-])=O)=[CH:16][CH:15]=2)[CH2:10][CH2:9]1)[C:2]1[CH:7]=[CH:6][CH:5]=[CH:4][CH:3]=1.CCO.O. (2) Given the product [CH3:8][C:7]1[CH:6]=[CH:5][CH:4]=[C:3]([N+:9]([O-:11])=[O:10])[C:2]=1[N:12]1[CH2:17][CH2:16][CH2:15][CH2:14][CH2:13]1, predict the reactants needed to synthesize it. The reactants are: Cl[C:2]1[C:7]([CH3:8])=[CH:6][CH:5]=[CH:4][C:3]=1[N+:9]([O-:11])=[O:10].[NH:12]1[CH2:17][CH2:16][CH2:15][CH2:14][CH2:13]1. (3) Given the product [Cl:19][C:20]1[CH:26]=[CH:25][CH:24]=[CH:23][C:21]=1[NH:22][C:29]([NH:16][C:15]1[CH:17]=[CH:18][C:12]([O:11][C:9]2[C:10]3[N:2]([CH3:1])[CH:3]=[CH:4][C:5]=3[N:6]=[CH:7][N:8]=2)=[CH:13][CH:14]=1)=[O:30], predict the reactants needed to synthesize it. The reactants are: [CH3:1][N:2]1[C:10]2[C:9]([O:11][C:12]3[CH:18]=[CH:17][C:15]([NH2:16])=[CH:14][CH:13]=3)=[N:8][CH:7]=[N:6][C:5]=2[CH:4]=[CH:3]1.[Cl:19][C:20]1[CH:26]=[CH:25][CH:24]=[CH:23][C:21]=1[NH2:22].CN(C)[CH:29]=[O:30]. (4) Given the product [F:24][C:25]([F:38])([F:37])[S:26]([O:23][C:20]1[CH:21]=[CH:22][C:14]2[C:13]3[CH:12]=[N:11][N:10]([C:7]4[CH:6]=[CH:5][C:4]([CH2:1][CH2:2][CH3:3])=[CH:9][CH:8]=4)[C:18]=3[CH2:17][CH2:16][C:15]=2[CH:19]=1)(=[O:28])=[O:27], predict the reactants needed to synthesize it. The reactants are: [CH2:1]([C:4]1[CH:9]=[CH:8][C:7]([N:10]2[C:18]3[CH2:17][CH2:16][C:15]4[CH:19]=[C:20]([OH:23])[CH:21]=[CH:22][C:14]=4[C:13]=3[CH:12]=[N:11]2)=[CH:6][CH:5]=1)[CH2:2][CH3:3].[F:24][C:25]([F:38])([F:37])[S:26](O[S:26]([C:25]([F:38])([F:37])[F:24])(=[O:28])=[O:27])(=[O:28])=[O:27]. (5) Given the product [ClH:27].[ClH:27].[CH3:50][N:49]([CH3:51])[C:46]1[N:47]=[CH:48][C:43]([C:31]2[CH:32]=[CH:33][C:34]([O:35][CH2:36][CH3:37])=[C:29]([CH:30]=2)[CH2:28][N:15]([CH:12]2[CH2:13][CH2:14][CH:9]([NH:8][CH3:1])[CH2:10][CH2:11]2)[C:16]([C:18]2[S:22][C:21]3[CH:23]=[CH:24][CH:25]=[CH:26][C:20]=3[C:19]=2[Cl:27])=[O:17])=[CH:44][N:45]=1, predict the reactants needed to synthesize it. The reactants are: [C:1]([N:8](C)[CH:9]1[CH2:14][CH2:13][CH:12]([N:15]([CH2:28][C:29]2[CH:30]=[C:31](B(O)O)[CH:32]=[CH:33][C:34]=2[O:35][CH2:36][CH3:37])[C:16]([C:18]2[S:22][C:21]3[CH:23]=[CH:24][CH:25]=[CH:26][C:20]=3[C:19]=2[Cl:27])=[O:17])[CH2:11][CH2:10]1)(OC(C)(C)C)=O.Br[C:43]1[CH:44]=[N:45][C:46]([N:49]([CH3:51])[CH3:50])=[N:47][CH:48]=1. (6) The reactants are: [OH-:1].[Na+].Cl.[CH:4]1([C:7]2[CH:8]=[C:9]([O:16][CH3:17])[C:10]([C:13](=[NH:15])[NH2:14])=[N:11][CH:12]=2)[CH2:6][CH2:5]1.Cl.[OH2:19]. Given the product [CH:4]1([C:7]2[CH:8]=[C:9]([O:16][CH3:17])[C:10]([C:13]3[NH:14][C:9](=[O:16])[CH:8]=[C:7]([C:4]([OH:19])=[O:1])[N:15]=3)=[N:11][CH:12]=2)[CH2:5][CH2:6]1, predict the reactants needed to synthesize it.